Predict the reaction yield, written as a fraction of the theoretical maximum amount of product (1.0 means a 100% yield; for example, 0.34 means a 34% yield). From a dataset of Reaction yield outcomes from USPTO patents with 853,638 reactions. (1) The product is [ClH:19].[ClH:19].[CH3:1][O:2][C:3]1[CH:4]=[C:5]([CH2:9][CH2:10][NH2:11])[CH:6]=[N:7][CH:8]=1. The catalyst is C(O)(C)C.O1CCOCC1. The reactants are [CH3:1][O:2][C:3]1[CH:4]=[C:5]([CH2:9][CH2:10][NH:11]C(=O)OC(C)(C)C)[CH:6]=[N:7][CH:8]=1.[ClH:19]. The yield is 0.750. (2) The reactants are [C:1]1([C:7]2[N:11]=[C:10]([N:12]3[CH2:17][CH2:16][NH:15][CH2:14][CH2:13]3)[S:9][N:8]=2)[CH:6]=[CH:5][CH:4]=[CH:3][CH:2]=1.[O:18]1[C:22]2=[N:23][CH:24]=[CH:25][CH:26]=[C:21]2[C:20]([N:27](C(OCC(Cl)(Cl)Cl)=O)[C:28](OCC(Cl)(Cl)Cl)=[O:29])=[N:19]1.C(N(C(C)C)CC)(C)C.CS(C)=O. The catalyst is O. The product is [O:18]1[C:22]2=[N:23][CH:24]=[CH:25][CH:26]=[C:21]2[C:20]([NH:27][C:28]([N:15]2[CH2:16][CH2:17][N:12]([C:10]3[S:9][N:8]=[C:7]([C:1]4[CH:2]=[CH:3][CH:4]=[CH:5][CH:6]=4)[N:11]=3)[CH2:13][CH2:14]2)=[O:29])=[N:19]1. The yield is 0.590. (3) The reactants are [F:1][C:2]([F:24])([F:23])[O:3][C:4]1[CH:9]=[CH:8][C:7]([N:10]2[C:14]3[CH:15]=[C:16]([C:19]([NH:21][NH2:22])=[O:20])[CH:17]=[CH:18][C:13]=3[N:12]=[CH:11]2)=[CH:6][CH:5]=1.[C:25]([O:28][C:29]([CH3:34])([CH3:33])[C:30](Cl)=[O:31])(=[O:27])[CH3:26]. No catalyst specified. The product is [C:25]([O:28][C:29]([CH3:34])([CH3:33])[C:30](=[O:31])[NH:22][NH:21][C:19]([C:16]1[CH:17]=[CH:18][C:13]2[N:12]=[CH:11][N:10]([C:7]3[CH:6]=[CH:5][C:4]([O:3][C:2]([F:1])([F:23])[F:24])=[CH:9][CH:8]=3)[C:14]=2[CH:15]=1)=[O:20])(=[O:27])[CH3:26]. The yield is 0.660. (4) The reactants are [O:1]([C:8]1[CH:13]=[CH:12][C:11]([C:14]2[C:22]3[C:21]([NH2:23])=[N:20][CH:19]=[N:18][C:17]=3[N:16]([C@@H:24]3[CH2:29][CH2:28][CH2:27][NH:26][CH2:25]3)[CH:15]=2)=[CH:10][CH:9]=1)[C:2]1[CH:7]=[CH:6][CH:5]=[CH:4][CH:3]=1.[C:30]([C:32](=[CH:36][CH:37]1[CH2:39][CH2:38]1)[C:33](O)=[O:34])#[N:31].CCN(C(C)C)C(C)C.CN(C(ON1N=NC2C=CC=NC1=2)=[N+](C)C)C.F[P-](F)(F)(F)(F)F. The catalyst is C(Cl)Cl. The product is [NH2:23][C:21]1[C:22]2[C:14]([C:11]3[CH:10]=[CH:9][C:8]([O:1][C:2]4[CH:7]=[CH:6][CH:5]=[CH:4][CH:3]=4)=[CH:13][CH:12]=3)=[CH:15][N:16]([C@@H:24]3[CH2:29][CH2:28][CH2:27][N:26]([C:33]([C:32](=[CH:36][CH:37]4[CH2:39][CH2:38]4)[C:30]#[N:31])=[O:34])[CH2:25]3)[C:17]=2[N:18]=[CH:19][N:20]=1. The yield is 0.540. (5) The reactants are [CH2:1]([O:8][C:9]1[CH:14]=[CH:13][C:12]([C:15]([F:18])([F:17])[F:16])=[CH:11][C:10]=1[C:19](=O)[CH2:20][CH2:21][C:22](=O)[CH3:23])[C:2]1[CH:7]=[CH:6][CH:5]=[CH:4][CH:3]=1.[NH2:26][C:27]1[CH:32]=[CH:31][CH:30]=[C:29]([Br:33])[N:28]=1. The catalyst is CC#N.CC1C=CC(S(O)(=O)=O)=CC=1. The product is [F:16][C:15]([F:18])([F:17])[C:12]1[CH:13]=[CH:14][C:9]([O:8][CH2:1][C:2]2[CH:7]=[CH:6][CH:5]=[CH:4][CH:3]=2)=[C:10]([C:19]2[N:26]([C:27]3[N:28]=[C:29]([Br:33])[CH:30]=[CH:31][CH:32]=3)[C:22]([CH3:23])=[CH:21][CH:20]=2)[CH:11]=1. The yield is 0.310. (6) The reactants are [NH:1]1[CH2:5][CH2:4][CH2:3][C@H:2]1[C:6]([O:8]C(C)(C)C)=[O:7].C([O-])([O-])=O.[Na+].[Na+].[CH3:19][C:20]([O:23][C:24](O[C:24]([O:23][C:20]([CH3:22])([CH3:21])[CH3:19])=[O:25])=[O:25])([CH3:22])[CH3:21]. The product is [C:20]([O:23][C:24]([N:1]1[CH2:5][CH2:4][CH2:3][C@H:2]1[C:6]([OH:8])=[O:7])=[O:25])([CH3:22])([CH3:21])[CH3:19]. The yield is 0.860. The catalyst is C1COCC1.O. (7) The reactants are [Br:1][C:2]1[CH:7]=[CH:6][C:5]([OH:8])=[C:4]([F:9])[CH:3]=1.Br[CH:11]([CH2:15]C)[C:12]([O-])=O.[C:17]([O-:20])([O-])=[O:18].[K+].[K+].[CH3:23]N(C=O)C. No catalyst specified. The product is [CH3:23][O:20][C:17](=[O:18])[C:11]([O:8][C:5]1[CH:6]=[CH:7][C:2]([Br:1])=[CH:3][C:4]=1[F:9])([CH3:15])[CH3:12]. The yield is 0.770.